From a dataset of NCI-60 drug combinations with 297,098 pairs across 59 cell lines. Regression. Given two drug SMILES strings and cell line genomic features, predict the synergy score measuring deviation from expected non-interaction effect. (1) Synergy scores: CSS=36.8, Synergy_ZIP=1.66, Synergy_Bliss=5.55, Synergy_Loewe=-40.5, Synergy_HSA=4.07. Drug 2: CC1=C2C(C(=O)C3(C(CC4C(C3C(C(C2(C)C)(CC1OC(=O)C(C(C5=CC=CC=C5)NC(=O)C6=CC=CC=C6)O)O)OC(=O)C7=CC=CC=C7)(CO4)OC(=O)C)O)C)OC(=O)C. Cell line: NCI-H322M. Drug 1: CC(C1=C(C=CC(=C1Cl)F)Cl)OC2=C(N=CC(=C2)C3=CN(N=C3)C4CCNCC4)N. (2) Drug 1: CC1=C(C(CCC1)(C)C)C=CC(=CC=CC(=CC(=O)O)C)C. Drug 2: C(=O)(N)NO. Cell line: A549. Synergy scores: CSS=10.2, Synergy_ZIP=-7.57, Synergy_Bliss=-4.42, Synergy_Loewe=-15.5, Synergy_HSA=-3.74. (3) Drug 1: C1C(C(OC1N2C=NC3=C(N=C(N=C32)Cl)N)CO)O. Drug 2: C#CCC(CC1=CN=C2C(=N1)C(=NC(=N2)N)N)C3=CC=C(C=C3)C(=O)NC(CCC(=O)O)C(=O)O. Cell line: MCF7. Synergy scores: CSS=36.9, Synergy_ZIP=1.39, Synergy_Bliss=0.406, Synergy_Loewe=-19.2, Synergy_HSA=-2.23. (4) Drug 2: CCN(CC)CCCC(C)NC1=C2C=C(C=CC2=NC3=C1C=CC(=C3)Cl)OC. Synergy scores: CSS=33.0, Synergy_ZIP=-6.68, Synergy_Bliss=3.02, Synergy_Loewe=-0.149, Synergy_HSA=4.94. Drug 1: CS(=O)(=O)CCNCC1=CC=C(O1)C2=CC3=C(C=C2)N=CN=C3NC4=CC(=C(C=C4)OCC5=CC(=CC=C5)F)Cl. Cell line: A498. (5) Drug 2: C1=CC=C(C=C1)NC(=O)CCCCCCC(=O)NO. Cell line: COLO 205. Synergy scores: CSS=-2.41, Synergy_ZIP=1.15, Synergy_Bliss=1.40, Synergy_Loewe=-2.76, Synergy_HSA=-2.73. Drug 1: CCC1(CC2CC(C3=C(CCN(C2)C1)C4=CC=CC=C4N3)(C5=C(C=C6C(=C5)C78CCN9C7C(C=CC9)(C(C(C8N6C)(C(=O)OC)O)OC(=O)C)CC)OC)C(=O)OC)O.OS(=O)(=O)O. (6) Drug 1: CN1CCC(CC1)COC2=C(C=C3C(=C2)N=CN=C3NC4=C(C=C(C=C4)Br)F)OC. Drug 2: CC12CCC3C(C1CCC2=O)CC(=C)C4=CC(=O)C=CC34C. Cell line: MCF7. Synergy scores: CSS=15.4, Synergy_ZIP=0.154, Synergy_Bliss=3.42, Synergy_Loewe=-5.01, Synergy_HSA=4.16. (7) Drug 1: C1CCC(C1)C(CC#N)N2C=C(C=N2)C3=C4C=CNC4=NC=N3. Drug 2: CCC1(CC2CC(C3=C(CCN(C2)C1)C4=CC=CC=C4N3)(C5=C(C=C6C(=C5)C78CCN9C7C(C=CC9)(C(C(C8N6C)(C(=O)OC)O)OC(=O)C)CC)OC)C(=O)OC)O.OS(=O)(=O)O. Cell line: MDA-MB-231. Synergy scores: CSS=35.4, Synergy_ZIP=-4.50, Synergy_Bliss=2.89, Synergy_Loewe=-18.4, Synergy_HSA=2.32. (8) Drug 1: CN(C)N=NC1=C(NC=N1)C(=O)N. Drug 2: COC1=C2C(=CC3=C1OC=C3)C=CC(=O)O2. Cell line: RXF 393. Synergy scores: CSS=-4.35, Synergy_ZIP=0.444, Synergy_Bliss=-2.80, Synergy_Loewe=-6.08, Synergy_HSA=-5.43. (9) Drug 1: CN(C)N=NC1=C(NC=N1)C(=O)N. Drug 2: C1=CC=C(C=C1)NC(=O)CCCCCCC(=O)NO. Cell line: PC-3. Synergy scores: CSS=8.93, Synergy_ZIP=-4.74, Synergy_Bliss=-2.59, Synergy_Loewe=-11.6, Synergy_HSA=-3.05. (10) Drug 1: C1=C(C(=O)NC(=O)N1)N(CCCl)CCCl. Drug 2: C1=C(C(=O)NC(=O)N1)F. Cell line: MCF7. Synergy scores: CSS=36.4, Synergy_ZIP=-4.65, Synergy_Bliss=-4.86, Synergy_Loewe=0.479, Synergy_HSA=3.53.